This data is from Full USPTO retrosynthesis dataset with 1.9M reactions from patents (1976-2016). The task is: Predict the reactants needed to synthesize the given product. (1) The reactants are: [NH:1]1[CH2:6][CH2:5][CH:4]([N:7]2[CH2:12][CH2:11][CH:10]([N:13]3[C@@H:22]4[C@H:17]([CH2:18][CH2:19][CH2:20][CH2:21]4)[CH2:16][NH:15][C:14]3=[O:23])[CH2:9][CH2:8]2)[CH2:3][CH2:2]1.C(N(CC)CC)C.Cl[C:32]([O:34][CH2:35][CH3:36])=[O:33]. Given the product [O:23]=[C:14]1[NH:15][CH2:16][C@@H:17]2[C@H:22]([CH2:21][CH2:20][CH2:19][CH2:18]2)[N:13]1[CH:10]1[CH2:9][CH2:8][N:7]([CH:4]2[CH2:5][CH2:6][N:1]([C:32]([O:34][CH2:35][CH3:36])=[O:33])[CH2:2][CH2:3]2)[CH2:12][CH2:11]1, predict the reactants needed to synthesize it. (2) Given the product [F:37][C:36]([F:39])([F:38])[C:34]([OH:40])=[O:35].[NH2:26][C@H:10]1[CH2:9][O:8][C:7]2[C:2]([Br:1])=[CH:3][CH:4]=[CH:5][C:6]=2[N:12]([CH2:13][C:14]2[C:23]3[C:18](=[CH:19][CH:20]=[CH:21][CH:22]=3)[CH:17]=[CH:16][C:15]=2[CH3:24])[C:11]1=[O:25], predict the reactants needed to synthesize it. The reactants are: [Br:1][C:2]1[C:7]2[O:8][CH2:9][C@H:10]([NH:26]C(=O)OC(C)(C)C)[C:11](=[O:25])[N:12]([CH2:13][C:14]3[C:23]4[C:18](=[CH:19][CH:20]=[CH:21][CH:22]=4)[CH:17]=[CH:16][C:15]=3[CH3:24])[C:6]=2[CH:5]=[CH:4][CH:3]=1.[C:34]([OH:40])([C:36]([F:39])([F:38])[F:37])=[O:35]. (3) Given the product [C:2]([C@H:3]1[CH2:4][O:5][S:9](=[O:10])(=[O:17])[O:6]1)([CH3:8])([CH3:7])[CH3:1], predict the reactants needed to synthesize it. The reactants are: [CH3:1][C:2]([CH3:8])([CH3:7])[C@H:3]([OH:6])[CH2:4][OH:5].[S:9](Cl)(Cl)=[O:10].C(#N)C.I([O-])(=O)(=O)=[O:17].[Na+]. (4) Given the product [OH:39][C:35]1[CH:34]=[C:33]([CH:38]=[CH:37][CH:36]=1)/[CH:2]=[CH:1]/[C:3]1[N:4]=[CH:5][C:6]([NH:9][C:10]2[CH:15]=[CH:14][C:13]([S:16]([N:19]3[CH2:20][CH2:21][N:22]([C:25]([O:27][C:28]([CH3:31])([CH3:30])[CH3:29])=[O:26])[CH2:23][CH2:24]3)(=[O:18])=[O:17])=[CH:12][CH:11]=2)=[N:7][CH:8]=1, predict the reactants needed to synthesize it. The reactants are: [CH:1]([C:3]1[N:4]=[CH:5][C:6]([NH:9][C:10]2[CH:15]=[CH:14][C:13]([S:16]([N:19]3[CH2:24][CH2:23][N:22]([C:25]([O:27][C:28]([CH3:31])([CH3:30])[CH3:29])=[O:26])[CH2:21][CH2:20]3)(=[O:18])=[O:17])=[CH:12][CH:11]=2)=[N:7][CH:8]=1)=[CH2:2].I[C:33]1[CH:34]=[C:35]([OH:39])[CH:36]=[CH:37][CH:38]=1.C1(C)C=CC(P(C2C=CC(C)=CC=2)C2C=CC(C)=CC=2)=CC=1.CCN(C(C)C)C(C)C. (5) Given the product [CH3:12][O:11][C:10]1[CH:2]=[C:3]2[C:7](=[C:8]([O:13][CH3:14])[CH:9]=1)[CH2:6][N:5]([CH2:16][C:17]1[CH:18]=[CH:19][C:20]([O:23][C:24]([F:26])([F:27])[F:25])=[CH:21][CH:22]=1)[CH2:4]2, predict the reactants needed to synthesize it. The reactants are: Br[C:2]1[C:10]([O:11][CH3:12])=[CH:9][C:8]([O:13][CH3:14])=[C:7]2[C:3]=1[CH2:4][N:5]([CH2:16][C:17]1[CH:22]=[CH:21][C:20]([O:23][C:24]([F:27])([F:26])[F:25])=[CH:19][CH:18]=1)[C:6]2=O.C([SnH](CCCC)CCCC)CCC.[F-].[K+].